From a dataset of Reaction yield outcomes from USPTO patents with 853,638 reactions. Predict the reaction yield, written as a fraction of the theoretical maximum amount of product (1.0 means a 100% yield; for example, 0.34 means a 34% yield). (1) The product is [NH2:1][C:2]1[N:10]=[CH:9][N:8]=[C:7]2[C:3]=1[N:4]=[CH:5][N:6]2[C@@H:11]1[O:12][C@H:13]([CH2:21][N:22]([CH3:38])[CH2:23][CH2:24][CH2:25][NH:26][C:27]([NH:29][C:30]2[CH:35]=[CH:34][C:33]([CH3:36])=[C:32]([Cl:37])[CH:31]=2)=[O:28])[C@@H:14]([OH:15])[C@H:18]1[OH:17]. The reactants are [NH2:1][C:2]1[N:10]=[CH:9][N:8]=[C:7]2[C:3]=1[N:4]=[CH:5][N:6]2[C@H:11]1[CH:18]2[C@H:14]([O:15]C(C)(C)[O:17]2)[C@@H:13]([CH2:21][N:22]([CH3:38])[CH2:23][CH2:24][CH2:25][NH:26][C:27]([NH:29][C:30]2[CH:35]=[CH:34][C:33]([CH3:36])=[C:32]([Cl:37])[CH:31]=2)=[O:28])[O:12]1.C(O)(C(F)(F)F)=O. No catalyst specified. The yield is 0.630. (2) The reactants are [CH3:1][C:2]1[N:7]=[C:6]2[S:8][C:9]3[CH2:14][CH2:13][CH2:12][CH2:11][C:10]=3[C:5]2=[C:4]([C:15]2[CH:20]=[CH:19][CH:18]=[CH:17][C:16]=2[Cl:21])[C:3]=1[CH:22]([CH2:27][CH2:28][CH3:29])[C:23]([O:25]C)=[O:24].[OH-].[Na+]. The catalyst is CO. The product is [CH3:1][C:2]1[N:7]=[C:6]2[S:8][C:9]3[CH2:14][CH2:13][CH2:12][CH2:11][C:10]=3[C:5]2=[C:4]([C:15]2[CH:20]=[CH:19][CH:18]=[CH:17][C:16]=2[Cl:21])[C:3]=1[CH:22]([CH2:27][CH2:28][CH3:29])[C:23]([OH:25])=[O:24]. The yield is 0.940.